From a dataset of Reaction yield outcomes from USPTO patents with 853,638 reactions. Predict the reaction yield, written as a fraction of the theoretical maximum amount of product (1.0 means a 100% yield; for example, 0.34 means a 34% yield). (1) The reactants are S(Cl)(Cl)=O.[F:5][C:6]1[CH:14]=[C:13]([F:15])[C:12]([F:16])=[CH:11][C:7]=1[C:8]([OH:10])=[O:9].[CH3:17][C:18]1[CH:23]=[CH:22][C:21](O)=[CH:20][CH:19]=1.C(N(CC)CC)C. The catalyst is C(Cl)Cl. The product is [F:5][C:6]1[CH:14]=[C:13]([F:15])[C:12]([F:16])=[CH:11][C:7]=1[C:8]([O:10][C:21]1[CH:22]=[CH:23][C:18]([CH3:17])=[CH:19][CH:20]=1)=[O:9]. The yield is 0.660. (2) The reactants are [F:1][C:2]1[CH:7]=[CH:6][C:5]([S:8][C:9]2[C:10]([C:23]([O:25]C(C)(C)C)=[O:24])=[N:11][C:12]([S:15][C:16]3[CH:21]=[CH:20][C:19]([F:22])=[CH:18][CH:17]=3)=[CH:13][CH:14]=2)=[CH:4][CH:3]=1. The catalyst is C(Cl)Cl.C(O)(C(F)(F)F)=O. The product is [F:1][C:2]1[CH:7]=[CH:6][C:5]([S:8][C:9]2[C:10]([C:23]([OH:25])=[O:24])=[N:11][C:12]([S:15][C:16]3[CH:21]=[CH:20][C:19]([F:22])=[CH:18][CH:17]=3)=[CH:13][CH:14]=2)=[CH:4][CH:3]=1. The yield is 0.630. (3) The reactants are [S:1]1[C:5]2[CH:6]=[C:7]([NH2:10])[CH:8]=[CH:9][C:4]=2[N:3]=[CH:2]1.[Br:11]Br. The catalyst is C(Cl)(Cl)Cl. The product is [Br:11][C:6]1[C:5]2[S:1][CH:2]=[N:3][C:4]=2[CH:9]=[CH:8][C:7]=1[NH2:10]. The yield is 0.800. (4) The reactants are [CH3:1][C:2]1[CH:8]=[CH:7][CH:6]=[C:5]([CH3:9])[C:3]=1[NH2:4].[Cl-].[Al+3].[Cl-].[Cl-].[C:14]1([C:31]2[CH:36]=[CH:35][CH:34]=[CH:33][CH:32]=2)[CH:19]=[CH:18][CH:17]=[CH:16][C:15]=1[C:20]1O[C:22]([C:25]2[CH:30]=[CH:29][CH:28]=[CH:27][CH:26]=2)=[N:23][N:24]=1. The catalyst is CN1CCCC1=O. The product is [C:14]1([C:31]2[CH:32]=[CH:33][CH:34]=[CH:35][CH:36]=2)[CH:19]=[CH:18][CH:17]=[CH:16][C:15]=1[C:20]1[N:4]([C:3]2[C:5]([CH3:9])=[CH:6][CH:7]=[CH:8][C:2]=2[CH3:1])[C:22]([C:25]2[CH:26]=[CH:27][CH:28]=[CH:29][CH:30]=2)=[N:23][N:24]=1. The yield is 0.940. (5) The reactants are Cl[C:2]1[C:11]2[C:6](=[CH:7][CH:8]=[CH:9][CH:10]=2)[N:5]=[C:4]([CH2:12]Cl)[N:3]=1.Cl.[NH2:15][C@H:16]([C:20]([NH2:22])=[O:21])[CH:17]([CH3:19])[CH3:18].C(=O)([O-])[O-].[K+].[K+].C(#[N:31])C. No catalyst specified. The product is [NH2:31][CH2:12][C:4]1[N:3]=[C:2]([NH:15][C@@H:16]([CH:17]([CH3:19])[CH3:18])[C:20]([NH2:22])=[O:21])[C:11]2[C:6](=[CH:7][CH:8]=[CH:9][CH:10]=2)[N:5]=1. The yield is 0.780. (6) The reactants are [C:1]1([CH:8]=[CH:7][CH:6]=[C:4]([OH:5])[CH:3]=1)[OH:2].[CH3:9][O:10][C:11]1[CH:12]=[C:13]([CH:19]=[CH:20][C:21]=1[OH:22])[CH:14]=[CH:15][C:16](O)=[O:17].OS(O)(=O)=O. The catalyst is C1COCC1. The product is [OH:2][C:1]1[CH:3]=[C:4]2[C:6]([C:16](=[O:17])[CH2:15][CH:14]([C:13]3[CH:19]=[CH:20][C:21]([OH:22])=[C:11]([O:10][CH3:9])[CH:12]=3)[O:5]2)=[CH:7][CH:8]=1. The yield is 0.900.